This data is from Reaction yield outcomes from USPTO patents with 853,638 reactions. The task is: Predict the reaction yield, written as a fraction of the theoretical maximum amount of product (1.0 means a 100% yield; for example, 0.34 means a 34% yield). (1) The reactants are [CH2:1]([O:3][C:4]1[CH:5]=[CH:6][C:7]([CH3:14])=[C:8]([CH:13]=1)[C:9]([O:11][CH3:12])=[O:10])[CH3:2].C1C(=O)N([Br:22])C(=O)C1. The catalyst is C(Cl)Cl.[Cl-].[Na+].O. The product is [Br:22][CH2:14][C:7]1[CH:6]=[CH:5][C:4]([O:3][CH2:1][CH3:2])=[CH:13][C:8]=1[C:9]([O:11][CH3:12])=[O:10]. The yield is 0.860. (2) The product is [CH3:9][CH:8]([CH3:10])[CH:7]([NH:11][S:12]([C:15]1[CH:16]=[CH:17][C:18]([C:21]2[CH:26]=[CH:25][C:24]([O:27][C:28]3[CH:37]=[CH:36][C:35]4[C:30](=[CH:31][CH:32]=[CH:33][CH:34]=4)[N:29]=3)=[CH:23][CH:22]=2)=[CH:19][CH:20]=1)(=[O:13])=[O:14])[C:6]([OH:38])=[O:5]. The reactants are C([O:5][C:6](=[O:38])[CH:7]([NH:11][S:12]([C:15]1[CH:20]=[CH:19][C:18]([C:21]2[CH:26]=[CH:25][C:24]([O:27][C:28]3[CH:37]=[CH:36][C:35]4[C:30](=[CH:31][CH:32]=[CH:33][CH:34]=4)[N:29]=3)=[CH:23][CH:22]=2)=[CH:17][CH:16]=1)(=[O:14])=[O:13])[CH:8]([CH3:10])[CH3:9])(C)(C)C. The catalyst is ClC(Cl)C.C(O)(C(F)(F)F)=O. The yield is 0.580. (3) The yield is 0.680. The product is [NH2:32][C:33]1[N:34]=[C:35]([C:9]2[C:10]3[O:14][CH2:13][CH:12]([C:15]4[CH:20]=[CH:19][C:18]([CH:21]([CH3:23])[CH3:22])=[CH:17][CH:16]=4)[C:11]=3[C:24]([CH3:25])=[C:7]([NH:6][C:4](=[O:5])[CH2:3][C:2]([CH3:1])([CH3:31])[CH3:30])[C:8]=2[CH3:29])[CH:36]=[CH:37][CH:38]=1. No catalyst specified. The reactants are [CH3:1][C:2]([CH3:31])([CH3:30])[CH2:3][C:4]([NH:6][C:7]1[C:8]([CH3:29])=[C:9](B(O)O)[C:10]2[O:14][CH2:13][CH:12]([C:15]3[CH:20]=[CH:19][C:18]([CH:21]([CH3:23])[CH3:22])=[CH:17][CH:16]=3)[C:11]=2[C:24]=1[CH3:25])=[O:5].[NH2:32][C:33]1[CH:38]=[CH:37][CH:36]=[C:35](Br)[N:34]=1. (4) The reactants are [OH:1][C:2]1[C:7]2[C@@:8]3([OH:46])[C@@:21]([O:25][CH3:26])([C@H:22]([OH:24])[CH2:23][C:6]=2[CH:5]=[C:4]([CH3:47])[C:3]=1[C:48]([O:50][CH3:51])=[O:49])[C:20](=[O:27])[C:19]1[C:10](=[CH:11][C:12]2[C:13](=[O:44])[C:14]([NH:30][C@@H:31]4[C@H:36]([O:37][CH3:38])[C:35](=[N:39][OH:40])[C@@H:34]([O:41][CH3:42])[C@H:33]([CH3:43])[O:32]4)=[CH:15][C:16](=[O:29])[C:17]=2[C:18]=1[OH:28])[C:9]3=[O:45].[N:52]1C=CC=[CH:54][CH:53]=1. The catalyst is CO. The product is [NH2:52][CH2:53][CH2:54][O:40]/[N:39]=[C:35]1\[C@@H:36]([O:37][CH3:38])[C@@H:31]([NH:30][C:14]2[C:13](=[O:44])[C:12]3[CH:11]=[C:10]4[C:19]([C:20](=[O:27])[C@@:21]5([O:25][CH3:26])[C@@:8]([OH:46])([C:9]4=[O:45])[C:7]4[C:2]([OH:1])=[C:3]([C:48]([O:50][CH3:51])=[O:49])[C:4]([CH3:47])=[CH:5][C:6]=4[CH2:23][C@H:22]5[OH:24])=[C:18]([OH:28])[C:17]=3[C:16](=[O:29])[CH:15]=2)[O:32][C@@H:33]([CH3:43])[C@@H:34]\1[O:41][CH3:42]. The yield is 0.330. (5) The yield is 0.920. The reactants are [Br:1][C:2]1[C:3]([CH3:18])=[C:4]([C:8]([C:10]2[CH:15]=[CH:14][C:13]([CH2:16][CH3:17])=[CH:12][CH:11]=2)=O)[S:5][C:6]=1[Br:7].C([SiH](CC)CC)C.B(F)(F)F. The catalyst is C(Cl)Cl.CC#N. The product is [Br:7][C:6]1[S:5][C:4]([CH2:8][C:10]2[CH:15]=[CH:14][C:13]([CH2:16][CH3:17])=[CH:12][CH:11]=2)=[C:3]([CH3:18])[C:2]=1[Br:1]. (6) The reactants are [Cl:1][C:2]1[CH:11]=[C:10]([C:12](=[O:22])[CH2:13][CH2:14][C:15]2[CH:20]=[CH:19][CH:18]=[C:17]([OH:21])[CH:16]=2)[CH:9]=[CH:8][C:3]=1[C:4]([O:6]C)=[O:5].[OH-].[Na+]. No catalyst specified. The product is [Cl:1][C:2]1[CH:11]=[C:10]([C:12](=[O:22])[CH2:13][CH2:14][C:15]2[CH:20]=[CH:19][CH:18]=[C:17]([OH:21])[CH:16]=2)[CH:9]=[CH:8][C:3]=1[C:4]([OH:6])=[O:5]. The yield is 0.790. (7) The reactants are [Cl:1][C:2]1[CH:3]=[C:4]([C:9]2[S:10][CH:11]=[C:12]([C:15]([CH3:17])=O)[C:13]=2[OH:14])[CH:5]=[CH:6][C:7]=1[Cl:8].[N:18]1[C:27]2[C:22](=[CH:23][C:24]([C:28]([NH:30][NH2:31])=[O:29])=[CH:25][CH:26]=2)[N:21]=[CH:20][CH:19]=1. The catalyst is CS(C)=O. The product is [Cl:1][C:2]1[CH:3]=[C:4]([C:9]2[S:10][CH:11]=[C:12]([C:15](=[N:31][NH:30][C:28]([C:24]3[CH:23]=[C:22]4[C:27](=[CH:26][CH:25]=3)[N:18]=[CH:19][CH:20]=[N:21]4)=[O:29])[CH3:17])[C:13]=2[OH:14])[CH:5]=[CH:6][C:7]=1[Cl:8]. The yield is 0.100.